This data is from Peptide-MHC class II binding affinity with 134,281 pairs from IEDB. The task is: Regression. Given a peptide amino acid sequence and an MHC pseudo amino acid sequence, predict their binding affinity value. This is MHC class II binding data. (1) The peptide sequence is SQWGWCGSTDEYCSP. The MHC is HLA-DQA10501-DQB10201 with pseudo-sequence HLA-DQA10501-DQB10201. The binding affinity (normalized) is 0.161. (2) The peptide sequence is KMPMYIAGYKTFDGR. The MHC is DRB1_0802 with pseudo-sequence DRB1_0802. The binding affinity (normalized) is 0.488.